From a dataset of Full USPTO retrosynthesis dataset with 1.9M reactions from patents (1976-2016). Predict the reactants needed to synthesize the given product. (1) Given the product [CH2:1]([O:3][C:4](=[O:46])[CH:5]([O:32][C:33]1[CH:38]=[CH:37][CH:36]=[CH:35][C:34]=1[CH2:39][CH2:40][C:41]([O:43][CH2:44][CH3:45])=[O:42])[CH:6]([CH2:8][CH2:9][CH2:10][CH2:11][CH2:12][CH2:13][O:14][C:15]1[CH:16]=[C:17]([C:51]2[CH:52]=[CH:53][C:48]([F:47])=[CH:49][CH:50]=2)[CH:18]=[C:19]([C:21]2[CH:30]=[CH:29][C:24]3[O:25][CH2:26][CH2:27][O:28][C:23]=3[CH:22]=2)[CH:20]=1)[CH3:7])[CH3:2], predict the reactants needed to synthesize it. The reactants are: [CH2:1]([O:3][C:4](=[O:46])[CH:5]([O:32][C:33]1[CH:38]=[CH:37][CH:36]=[CH:35][C:34]=1[CH2:39][CH2:40][C:41]([O:43][CH2:44][CH3:45])=[O:42])[CH:6]([CH2:8][CH2:9][CH2:10][CH2:11][CH2:12][CH2:13][O:14][C:15]1[CH:20]=[C:19]([C:21]2[CH:30]=[CH:29][C:24]3[O:25][CH2:26][CH2:27][O:28][C:23]=3[CH:22]=2)[CH:18]=[C:17](Br)[CH:16]=1)[CH3:7])[CH3:2].[F:47][C:48]1[CH:53]=[CH:52][C:51](B(O)O)=[CH:50][CH:49]=1. (2) Given the product [CH2:1]([O:19][C:11]1[CH:12]=[C:13]([N+:16]([O-:18])=[O:17])[CH:14]=[CH:15][C:10]=1[Cl:9])[C:2]1[CH:7]=[CH:6][CH:5]=[CH:4][CH:3]=1, predict the reactants needed to synthesize it. The reactants are: [CH2:1](Br)[C:2]1[CH:7]=[CH:6][CH:5]=[CH:4][CH:3]=1.[Cl:9][C:10]1[CH:15]=[CH:14][C:13]([N+:16]([O-:18])=[O:17])=[CH:12][C:11]=1[OH:19].C(=O)([O-])[O-].[K+].[K+]. (3) Given the product [CH:1]1([N:4]([CH:18]2[CH2:23][CH2:22][N:21]([C:34](=[O:35])[CH2:33][CH2:32][CH:31]([C:37]3[CH:42]=[CH:41][C:40]([F:43])=[CH:39][CH:38]=3)[C:28]3[CH:29]=[CH:30][C:25]([F:24])=[CH:26][CH:27]=3)[CH2:20][CH2:19]2)[S:5]([C:8]2[CH:13]=[CH:12][CH:11]=[CH:10][C:9]=2[C:14]([F:17])([F:15])[F:16])(=[O:6])=[O:7])[CH2:3][CH2:2]1, predict the reactants needed to synthesize it. The reactants are: [CH:1]1([N:4]([CH:18]2[CH2:23][CH2:22][NH:21][CH2:20][CH2:19]2)[S:5]([C:8]2[CH:13]=[CH:12][CH:11]=[CH:10][C:9]=2[C:14]([F:17])([F:16])[F:15])(=[O:7])=[O:6])[CH2:3][CH2:2]1.[F:24][C:25]1[CH:30]=[CH:29][C:28]([CH:31]([C:37]2[CH:42]=[CH:41][C:40]([F:43])=[CH:39][CH:38]=2)[CH2:32][CH2:33][C:34](O)=[O:35])=[CH:27][CH:26]=1. (4) The reactants are: [O:1]([C:8]1[CH:30]=[CH:29][C:11]([O:12][C:13]2[N:21]=[CH:20][C:19]([NH:22][CH:23]3[CH2:28][CH2:27][NH:26][CH2:25][CH2:24]3)=[CH:18][C:14]=2[C:15]([NH2:17])=[O:16])=[CH:10][CH:9]=1)[C:2]1[CH:7]=[CH:6][CH:5]=[CH:4][CH:3]=1.C(N(CC)CC)C.[C:38](Cl)(=[O:42])/[CH:39]=[CH:40]/[CH3:41]. Given the product [C:38]([N:26]1[CH2:25][CH2:24][CH:23]([NH:22][C:19]2[CH:20]=[N:21][C:13]([O:12][C:11]3[CH:29]=[CH:30][C:8]([O:1][C:2]4[CH:3]=[CH:4][CH:5]=[CH:6][CH:7]=4)=[CH:9][CH:10]=3)=[C:14]([CH:18]=2)[C:15]([NH2:17])=[O:16])[CH2:28][CH2:27]1)(=[O:42])/[CH:39]=[CH:40]/[CH3:41], predict the reactants needed to synthesize it.